From a dataset of TCR-epitope binding with 47,182 pairs between 192 epitopes and 23,139 TCRs. Binary Classification. Given a T-cell receptor sequence (or CDR3 region) and an epitope sequence, predict whether binding occurs between them. (1) The epitope is QARQMVQAMRTIGTHP. The TCR CDR3 sequence is CASNPVIGDEQYF. Result: 0 (the TCR does not bind to the epitope). (2) The epitope is FIAGLIAIV. The TCR CDR3 sequence is CASSNGQFQETQYF. Result: 1 (the TCR binds to the epitope). (3) The epitope is RIFTIGTVTLK. The TCR CDR3 sequence is CASSLVLPGQGIGYGYTF. Result: 0 (the TCR does not bind to the epitope). (4) The epitope is FVDGVPFVV. The TCR CDR3 sequence is CATSDFNTPEYF. Result: 1 (the TCR binds to the epitope). (5) The epitope is YLDAYNMMI. The TCR CDR3 sequence is CASSLVTTRGENGYTF. Result: 1 (the TCR binds to the epitope). (6) The epitope is KTSVDCTMYI. The TCR CDR3 sequence is CASSLAQGGNEQFF. Result: 1 (the TCR binds to the epitope).